Dataset: Forward reaction prediction with 1.9M reactions from USPTO patents (1976-2016). Task: Predict the product of the given reaction. (1) The product is: [CH3:16][C:2]([CH3:1])([O:4][C:5]([N:7]1[CH2:8][CH2:9][CH:10]([C:13]([N:21]2[CH2:22][CH2:23][N:18]([CH3:17])[CH2:19][CH2:20]2)=[O:15])[CH2:11][CH2:12]1)=[O:6])[CH3:3]. Given the reactants [CH3:1][C:2]([CH3:16])([O:4][C:5]([N:7]1[CH2:12][CH2:11][CH:10]([C:13]([OH:15])=O)[CH2:9][CH2:8]1)=[O:6])[CH3:3].[CH3:17][N:18]1[CH2:23][CH2:22][NH:21][CH2:20][CH2:19]1.CN(C(ON1N=NC2C=CC=CC1=2)=[N+](C)C)C.[B-](F)(F)(F)F.N, predict the reaction product. (2) Given the reactants [CH:1]1([C:5]([O-:7])=[O:6])[CH2:4][CH2:3][CH2:2]1.[C:8]([O:12][C:13]([N:15]1CC(C(OC)=O)[CH2:16]1)=[O:14])([CH3:11])([CH3:10])[CH3:9], predict the reaction product. The product is: [C:8]([O:12][C:13]([N:15]1[CH2:4][C:1]([CH2:2][CH3:3])([C:5]([OH:7])=[O:6])[CH2:16]1)=[O:14])([CH3:11])([CH3:10])[CH3:9]. (3) Given the reactants Cl.[C:2]([O:6][C:7](=[O:11])[CH2:8][NH:9][CH3:10])([CH3:5])([CH3:4])[CH3:3].[CH2:12](N(CC)CC)C.BrC[C:21]1[CH:22]=[C:23]([CH:26]=[CH:27][CH:28]=1)[C:24]#[N:25].O, predict the reaction product. The product is: [C:24]([C:23]1[CH:22]=[C:21]([CH:28]=[CH:27][CH:26]=1)[CH2:10][N:9]([CH2:8][C:7]([O:6][C:2]([CH3:5])([CH3:4])[CH3:3])=[O:11])[CH3:12])#[N:25]. (4) Given the reactants [CH2:1]([O:3][C:4]1[CH:5]=[C:6]([CH:10]=[C:11]([O:13][CH2:14][CH3:15])[CH:12]=1)[C:7]([OH:9])=O)[CH3:2].[NH2:16][C:17]1[S:18][CH:19]=[C:20]([CH2:22][C:23]([O:25][CH2:26][CH3:27])=[O:24])[N:21]=1, predict the reaction product. The product is: [CH2:26]([O:25][C:23](=[O:24])[CH2:22][C:20]1[N:21]=[C:17]([NH:16][C:7](=[O:9])[C:6]2[CH:10]=[C:11]([O:13][CH2:14][CH3:15])[CH:12]=[C:4]([O:3][CH2:1][CH3:2])[CH:5]=2)[S:18][CH:19]=1)[CH3:27]. (5) The product is: [NH2:1][C:2]1[N:7]=[C:6]([C:8]([NH:10][CH2:11][C:12]2[CH:17]=[CH:16][CH:15]=[C:14]([CH2:18][O:19][CH3:20])[N:13]=2)=[O:9])[C:5]([Br:27])=[C:4]([C:21]2[O:22][C:23]([CH3:26])=[CH:24][CH:25]=2)[N:3]=1. Given the reactants [NH2:1][C:2]1[N:7]=[C:6]([C:8]([NH:10][CH2:11][C:12]2[CH:17]=[CH:16][CH:15]=[C:14]([CH2:18][O:19][CH3:20])[N:13]=2)=[O:9])[CH:5]=[C:4]([C:21]2[O:22][C:23]([CH3:26])=[CH:24][CH:25]=2)[N:3]=1.[Br:27]N1C(=O)CCC1=O, predict the reaction product. (6) Given the reactants [CH2:1]([O:3][C:4](=[O:23])[C:5]1[CH:10]=[CH:9][C:8]([CH3:11])=[C:7]([S:12][Si](C(C)C)(C(C)C)C(C)C)[CH:6]=1)[CH3:2].CCCC[N+](CCCC)(CCCC)CCCC.[F-].C(N(CC)CC)C.Cl[CH2:50][C:51](=[O:53])[CH3:52], predict the reaction product. The product is: [CH2:1]([O:3][C:4](=[O:23])[C:5]1[CH:10]=[CH:9][C:8]([CH3:11])=[C:7]([S:12][CH2:50][C:51](=[O:53])[CH3:52])[CH:6]=1)[CH3:2].